Task: Predict the reactants needed to synthesize the given product.. Dataset: Full USPTO retrosynthesis dataset with 1.9M reactions from patents (1976-2016) Given the product [F:1][C:2]1[CH:3]=[C:4]([CH:7]=[CH:8][C:9]=1[NH:10][CH2:11][CH2:12][CH2:13][N:14]1[CH2:18][CH2:17][CH2:16][CH2:15]1)[CH:5]=[O:21], predict the reactants needed to synthesize it. The reactants are: [F:1][C:2]1[CH:3]=[C:4]([CH:7]=[CH:8][C:9]=1[NH:10][CH2:11][CH2:12][CH2:13][N:14]1[CH2:18][CH2:17][CH2:16][CH2:15]1)[C:5]#N.O.[PH2]([O-])=[O:21].[Na+].N1C=CC=CC=1.C(O)(=O)C.